From a dataset of Reaction yield outcomes from USPTO patents with 853,638 reactions. Predict the reaction yield, written as a fraction of the theoretical maximum amount of product (1.0 means a 100% yield; for example, 0.34 means a 34% yield). (1) The reactants are [C:1]([O:5][C:6](=[O:13])[N:7]([CH2:9][CH2:10][CH2:11][NH2:12])[CH3:8])([CH3:4])([CH3:3])[CH3:2].C(=O)([O-])[O-].[Na+].[Na+].Cl[C:21]([O:23][CH2:24][CH:25]1[C:37]2[CH:36]=[CH:35][CH:34]=[CH:33][C:32]=2[C:31]2[C:26]1=[CH:27][CH:28]=[CH:29][CH:30]=2)=[O:22]. The catalyst is O.O1CCOCC1. The product is [C:1]([O:5][C:6](=[O:13])[N:7]([CH2:9][CH2:10][CH2:11][NH:12][C:21]([O:23][CH2:24][CH:25]1[C:26]2[CH:27]=[CH:28][CH:29]=[CH:30][C:31]=2[C:32]2[C:37]1=[CH:36][CH:35]=[CH:34][CH:33]=2)=[O:22])[CH3:8])([CH3:4])([CH3:2])[CH3:3]. The yield is 0.770. (2) The reactants are C[O:2][C:3]([C:5]1([CH2:11][S:12]([N:15]2[CH2:20][CH2:19][N:18]([C:21]3[N:26]=[CH:25][C:24]([C:27]4[CH:32]=[CH:31][C:30]([F:33])=[CH:29][CH:28]=4)=[CH:23][N:22]=3)[CH2:17][CH2:16]2)(=[O:14])=[O:13])[CH2:10][CH2:9][CH2:8][CH2:7][CH2:6]1)=[O:4].O.[OH-].[Li+].CO.O. The catalyst is O1CCCC1. The product is [F:33][C:30]1[CH:31]=[CH:32][C:27]([C:24]2[CH:23]=[N:22][C:21]([N:18]3[CH2:19][CH2:20][N:15]([S:12]([CH2:11][C:5]4([C:3]([OH:4])=[O:2])[CH2:10][CH2:9][CH2:8][CH2:7][CH2:6]4)(=[O:13])=[O:14])[CH2:16][CH2:17]3)=[N:26][CH:25]=2)=[CH:28][CH:29]=1. The yield is 0.690.